This data is from Catalyst prediction with 721,799 reactions and 888 catalyst types from USPTO. The task is: Predict which catalyst facilitates the given reaction. (1) Reactant: C([O-])([O-])=O.[K+].[K+].C([O:10][C@H:11]([C:40]([CH3:43])([CH3:42])[CH3:41])[C:12]([N:14]1[CH2:19][CH2:18][O:17][CH2:16][C@H:15]1[C:20](=[O:39])[NH:21][CH2:22][C:23]1[CH:28]=[C:27]([Cl:29])[CH:26]=[CH:25][C:24]=1[CH2:30][NH:31][C:32]([O:34][C:35]([CH3:38])([CH3:37])[CH3:36])=[O:33])=[O:13])(=O)C.Cl. Product: [Cl:29][C:27]1[CH:26]=[CH:25][C:24]([CH2:30][NH:31][C:32](=[O:33])[O:34][C:35]([CH3:36])([CH3:38])[CH3:37])=[C:23]([CH2:22][NH:21][C:20]([C@@H:15]2[CH2:16][O:17][CH2:18][CH2:19][N:14]2[C:12](=[O:13])[C@H:11]([OH:10])[C:40]([CH3:43])([CH3:42])[CH3:41])=[O:39])[CH:28]=1. The catalyst class is: 191. (2) Reactant: [CH3:1][N:2]1[C:7](=[O:8])[C:6]([NH:9][C:10]2[CH:15]=[CH:14][C:13]([N:16]3[CH2:21][CH2:20][N:19]([CH:22]4[CH2:25][O:24][CH2:23]4)[CH2:18][CH2:17]3)=[CH:12][N:11]=2)=[CH:5][C:4]([C:26]2[CH:27]=[N:28][CH:29]=[C:30]([N:34]3[C:46](=[O:47])[C:45]4[S:44][C:43]5[CH2:42][CH2:41][CH2:40][CH2:39][C:38]=5[C:37]=4[CH:36]=[N:35]3)[C:31]=2[CH:32]=[O:33])=[CH:3]1.[BH4-].[Na+]. Product: [OH:33][CH2:32][C:31]1[C:30]([N:34]2[C:46](=[O:47])[C:45]3[S:44][C:43]4[CH2:42][CH2:41][CH2:40][CH2:39][C:38]=4[C:37]=3[CH:36]=[N:35]2)=[CH:29][N:28]=[CH:27][C:26]=1[C:4]1[CH:5]=[C:6]([NH:9][C:10]2[CH:15]=[CH:14][C:13]([N:16]3[CH2:17][CH2:18][N:19]([CH:22]4[CH2:25][O:24][CH2:23]4)[CH2:20][CH2:21]3)=[CH:12][N:11]=2)[C:7](=[O:8])[N:2]([CH3:1])[CH:3]=1. The catalyst class is: 5. (3) Reactant: [C:1]([C:4]1[C:12]2[C:7](=[CH:8][CH:9]=[C:10]([NH:13][C:14]3[N:15]=[N:16][CH:17]=[CH:18][CH:19]=3)[CH:11]=2)[N:6]([CH2:20][C:21]([OH:23])=O)[N:5]=1)(=[O:3])[NH2:2].CCN(C(C)C)C(C)C.Cl.[Cl:34][C:35]1[CH:40]=[CH:39][CH:38]=[CH:37][C:36]=1[C:41]1[CH:46]=[CH:45][CH:44]=[C:43]([NH:47][C:48]([C@@H:50]2[CH2:54][C@@H:53]([F:55])[CH2:52][NH:51]2)=[O:49])[C:42]=1[F:56].CN(C(ON1N=NC2C=CC=NC1=2)=[N+](C)C)C.F[P-](F)(F)(F)(F)F.C(O)(C(F)(F)F)=O. Product: [Cl:34][C:35]1[CH:40]=[CH:39][CH:38]=[CH:37][C:36]=1[C:41]1[CH:46]=[CH:45][CH:44]=[C:43]([NH:47][C:48]([C@@H:50]2[CH2:54][C@@H:53]([F:55])[CH2:52][N:51]2[C:21](=[O:23])[CH2:20][N:6]2[C:7]3[C:12](=[CH:11][C:10]([NH:13][C:14]4[N:15]=[N:16][CH:17]=[CH:18][CH:19]=4)=[CH:9][CH:8]=3)[C:4]([C:1]([NH2:2])=[O:3])=[N:5]2)=[O:49])[C:42]=1[F:56]. The catalyst class is: 3. (4) Reactant: [Cl:1][C:2]1[CH:21]=[CH:20][C:5]2[C:6]([NH:9][C:10]3[CH:15]=[CH:14][CH:13]=[C:12]([C:16]([F:19])([F:18])[F:17])[CH:11]=3)=[N:7][O:8][C:4]=2[C:3]=1[C:22]([O:24]C)=[O:23].[Li+].[OH-]. Product: [Cl:1][C:2]1[CH:21]=[CH:20][C:5]2[C:6]([NH:9][C:10]3[CH:15]=[CH:14][CH:13]=[C:12]([C:16]([F:18])([F:17])[F:19])[CH:11]=3)=[N:7][O:8][C:4]=2[C:3]=1[C:22]([OH:24])=[O:23]. The catalyst class is: 12.